Dataset: Reaction yield outcomes from USPTO patents with 853,638 reactions. Task: Predict the reaction yield, written as a fraction of the theoretical maximum amount of product (1.0 means a 100% yield; for example, 0.34 means a 34% yield). (1) The reactants are [Br:1][C:2]1[C:3]([F:12])=[C:4]2[C:10]([NH2:11])=[CH:9][NH:8][C:5]2=[N:6][CH:7]=1.[CH3:13][C:14]1[CH:15]=[C:16]([CH:20]=[CH:21][CH:22]=1)[C:17](O)=[O:18].C1N(P(Cl)(N2C(=O)OCC2)=O)C(=O)OC1.C(N(CC)CC)C.[Li+].[OH-]. The product is [Br:1][C:2]1[C:3]([F:12])=[C:4]2[C:10]([NH:11][C:17](=[O:18])[C:16]3[CH:20]=[CH:21][CH:22]=[C:14]([CH3:13])[CH:15]=3)=[CH:9][NH:8][C:5]2=[N:6][CH:7]=1. The catalyst is C(Cl)Cl.O. The yield is 0.555. (2) The reactants are [C:1]([C:5]1[CH:6]=[C:7]2[C:11](=[CH:12][CH:13]=1)[C@H:10]([NH:14][C:15]([NH:17][C:18]1[CH:26]=[CH:25][CH:24]=[C:23]3[C:19]=1[CH:20]=[N:21][N:22]3[C:27]([O:29][CH2:30][P:31]([O:41]CC1C=CC=CC=1)([O:33]CC1C=CC=CC=1)=[O:32])=[O:28])=[O:16])[CH2:9][CH2:8]2)([CH3:4])([CH3:3])[CH3:2]. The catalyst is [OH-].[OH-].[Pd+2].CO. The product is [C:1]([C:5]1[CH:6]=[C:7]2[C:11](=[CH:12][CH:13]=1)[C@H:10]([NH:14][C:15]([NH:17][C:18]1[CH:26]=[CH:25][CH:24]=[C:23]3[C:19]=1[CH:20]=[N:21][N:22]3[C:27]([O:29][CH2:30][P:31](=[O:32])([OH:41])[OH:33])=[O:28])=[O:16])[CH2:9][CH2:8]2)([CH3:4])([CH3:2])[CH3:3]. The yield is 0.990. (3) The reactants are [Cl:1][C:2]1[C:3]([F:28])=[C:4]([CH:8]2[C:12]([C:15]3[CH:20]=[CH:19][C:18]([Cl:21])=[CH:17][C:16]=3[F:22])([C:13]#[N:14])[CH:11]([CH2:23][C:24]([CH3:27])([CH3:26])[CH3:25])[CH2:10][NH:9]2)[CH:5]=[CH:6][CH:7]=1.[C:29](Cl)(Cl)=[O:30].C(N(CC)CC)C.[CH3:40][O:41][C:42](=[O:51])[C:43]1[CH:48]=[CH:47][C:46]([CH2:49][NH2:50])=[CH:45][CH:44]=1. The catalyst is C(Cl)Cl. The product is [CH3:40][O:41][C:42](=[O:51])[C:43]1[CH:48]=[CH:47][C:46]([CH2:49][NH:50][C:29]([N:9]2[CH2:10][C@@H:11]([CH2:23][C:24]([CH3:25])([CH3:27])[CH3:26])[C@@:12]([C:15]3[CH:20]=[CH:19][C:18]([Cl:21])=[CH:17][C:16]=3[F:22])([C:13]#[N:14])[C@H:8]2[C:4]2[CH:5]=[CH:6][CH:7]=[C:2]([Cl:1])[C:3]=2[F:28])=[O:30])=[CH:45][CH:44]=1. The yield is 0.599. (4) The reactants are [CH2:1]([N:8]([CH2:14][C:15]1[CH:20]=[CH:19][CH:18]=[CH:17][CH:16]=1)[C:9]1([CH2:12][OH:13])[CH2:11][CH2:10]1)[C:2]1[CH:7]=[CH:6][CH:5]=[CH:4][CH:3]=1.C(N(CC)CC)C.[CH3:28][S:29](Cl)(=[O:31])=[O:30]. The catalyst is C(Cl)Cl.O. The product is [CH3:28][S:29]([O:13][CH2:12][C:9]1([N:8]([CH2:1][C:2]2[CH:3]=[CH:4][CH:5]=[CH:6][CH:7]=2)[CH2:14][C:15]2[CH:20]=[CH:19][CH:18]=[CH:17][CH:16]=2)[CH2:10][CH2:11]1)(=[O:31])=[O:30]. The yield is 0.610. (5) The reactants are [Cl:1][C:2]1[CH:7]=[CH:6][CH:5]=[CH:4][C:3]=1[C:8](=[CH:13]N(C)C)[C:9](OC)=[O:10].[NH2:17][C:18]([NH2:20])=[O:19].[Na+].[I-].C[Si](Cl)(C)C.[OH-].[Na+]. The catalyst is C(#N)C. The product is [Cl:1][C:2]1[CH:7]=[CH:6][CH:5]=[CH:4][C:3]=1[C:8]1[C:9](=[O:10])[NH:17][C:18](=[O:19])[NH:20][CH:13]=1. The yield is 0.660. (6) The reactants are [Br:1][C:2]1[CH:3]=[C:4]2[C:9](=[CH:10][CH:11]=1)[N:8]=[CH:7][C:6]([C:12](=[O:14])[CH3:13])=[C:5]2Cl.[CH3:16][N:17]([CH3:28])[CH2:18][CH2:19][NH:20][C:21]1[CH:26]=[CH:25][C:24]([NH2:27])=[CH:23][N:22]=1. No catalyst specified. The product is [Br:1][C:2]1[CH:3]=[C:4]2[C:9](=[CH:10][CH:11]=1)[N:8]=[CH:7][C:6]([C:12](=[O:14])[CH3:13])=[C:5]2[NH:27][C:24]1[CH:23]=[N:22][C:21]([NH:20][CH2:19][CH2:18][N:17]([CH3:28])[CH3:16])=[CH:26][CH:25]=1. The yield is 0.740. (7) The reactants are [Si:1]([O:8][CH2:9][CH2:10][CH2:11][N:12]1[C:20]2[CH:19]=[CH:18][CH:17]=[C:16]([CH:21]=O)[C:15]=2[CH:14]=[CH:13]1)([C:4]([CH3:7])([CH3:6])[CH3:5])([CH3:3])[CH3:2].O1CCCC1.[C-]#N.[Li+].[C:31](P(=O)(OCC)OCC)#[N:32].CC(O)(C)C.[I-].[Sm+2].[I-]. The catalyst is O1CCCC1. The product is [Si:1]([O:8][CH2:9][CH2:10][CH2:11][N:12]1[C:20]2[C:15](=[C:16]([CH2:21][C:31]#[N:32])[CH:17]=[CH:18][CH:19]=2)[CH:14]=[CH:13]1)([C:4]([CH3:7])([CH3:6])[CH3:5])([CH3:3])[CH3:2]. The yield is 0.840. (8) The reactants are [NH2:1][C:2]1[NH:3][C:4](=[O:22])[C:5]2[N:11]=[C:10]([C:12]3[CH:17]=[CH:16][C:15]([O:18][CH3:19])=[C:14]([O:20][CH3:21])[CH:13]=3)[CH:9]=[CH:8][C:6]=2[N:7]=1.[C:23](O)(=[O:25])[CH3:24]. The catalyst is C(OC(=O)C)(=O)C. The product is [C:23]([NH:1][C:2]1[NH:3][C:4](=[O:22])[C:5]2[N:11]=[C:10]([C:12]3[CH:17]=[CH:16][C:15]([O:18][CH3:19])=[C:14]([O:20][CH3:21])[CH:13]=3)[CH:9]=[CH:8][C:6]=2[N:7]=1)(=[O:25])[CH3:24]. The yield is 0.770. (9) The reactants are [Br:1][C:2]1[CH:3]=[C:4]2[C:10]([C:11]([O:13]C)=[O:12])=[N:9][NH:8][C:5]2=[N:6][CH:7]=1.Cl. The catalyst is [OH-].[Na+]. The product is [Br:1][C:2]1[CH:3]=[C:4]2[C:10]([C:11]([OH:13])=[O:12])=[N:9][NH:8][C:5]2=[N:6][CH:7]=1. The yield is 0.920.